Task: Predict which catalyst facilitates the given reaction.. Dataset: Catalyst prediction with 721,799 reactions and 888 catalyst types from USPTO (1) Reactant: F[C:2]1[CH:7]=[CH:6][C:5]([N+:8]([O-:10])=[O:9])=[CH:4][CH:3]=1.C(=O)([O-])[O-].[K+].[K+].[NH:17]1[CH2:22][CH2:21][NH:20][CH2:19][C:18]1=[O:23]. Product: [N+:8]([C:5]1[CH:6]=[CH:7][C:2]([N:20]2[CH2:21][CH2:22][NH:17][C:18](=[O:23])[CH2:19]2)=[CH:3][CH:4]=1)([O-:10])=[O:9]. The catalyst class is: 695. (2) Reactant: [N:1]1([C:6]2[CH:26]=[CH:25][C:9]([O:10][CH2:11][C:12]3[N:13]=[C:14]([CH:17]4[CH2:22][CH2:21][N:20]([C:23]#[N:24])[CH2:19][CH2:18]4)[S:15][CH:16]=3)=[CH:8][CH:7]=2)[CH:5]=[N:4][N:3]=[N:2]1.C([OH:29])C.O. Product: [N:1]1([C:6]2[CH:7]=[CH:8][C:9]([O:10][CH2:11][C:12]3[N:13]=[C:14]([CH:17]4[CH2:22][CH2:21][N:20]([C:23]([NH2:24])=[O:29])[CH2:19][CH2:18]4)[S:15][CH:16]=3)=[CH:25][CH:26]=2)[CH:5]=[N:4][N:3]=[N:2]1. The catalyst class is: 33. (3) Reactant: [C:1]([O:5][C:6]([N:8]1[C:16]2[C:11](=[CH:12][C:13](/[CH:17]=[CH:18]/[C:19]3[S:20][C:21]([C:30]([F:33])([F:32])[F:31])=[C:22]([C:24]4[CH:29]=[CH:28][CH:27]=[CH:26][CH:25]=4)[CH:23]=3)=[CH:14][CH:15]=2)[CH2:10][CH2:9]1)=[O:7])([CH3:4])([CH3:3])[CH3:2].[H][H]. Product: [C:1]([O:5][C:6]([N:8]1[C:16]2[C:11](=[CH:12][C:13]([CH2:17][CH2:18][C:19]3[S:20][C:21]([C:30]([F:33])([F:32])[F:31])=[C:22]([C:24]4[CH:25]=[CH:26][CH:27]=[CH:28][CH:29]=4)[CH:23]=3)=[CH:14][CH:15]=2)[CH2:10][CH2:9]1)=[O:7])([CH3:4])([CH3:2])[CH3:3]. The catalyst class is: 78.